The task is: Predict the product of the given reaction.. This data is from Forward reaction prediction with 1.9M reactions from USPTO patents (1976-2016). (1) The product is: [Br:29][C:30]1[CH:31]=[C:32]2[C:36](=[CH:37][CH:38]=1)[NH:35][C:34]([C:48]([NH2:63])=[O:50])=[C:33]2[S:53]([N:7]([CH:8]1[CH2:9][CH2:10]1)[CH3:6])(=[O:54])=[O:55]. Given the reactants ClC1C=C2[C:8](=[CH:9][CH:10]=1)[N:7](S(C1C=CC=CC=1)(=O)=O)[C:6](C(OCC)=O)=C2S(Cl)(=O)=O.[Br:29][C:30]1[CH:31]=[C:32]2[C:36](=[CH:37][CH:38]=1)[N:35](S(C1C=CC=CC=1)(=O)=O)[C:34]([C:48]([O:50]CC)=O)=[C:33]2[S:53](Cl)(=[O:55])=[O:54].Cl.CN.C1([N:63](C2C=CC(C([O-])=O)=C(C)C=2C)C)CC1, predict the reaction product. (2) The product is: [NH2:17][C:13]1[CH:12]=[C:11]2[C:16]([C:8]3[C:7]([C:27]4[CH:32]=[CH:31][CH:30]=[C:29]([N:33]5[CH2:41][C:40]6[C:35](=[CH:36][C:37]([Cl:42])=[CH:38][CH:39]=6)[C:34]5=[O:43])[C:28]=4[CH3:44])=[CH:6][N:5]=[C:4]([C:1]([NH2:2])=[O:3])[C:9]=3[NH:10]2)=[CH:15][CH:14]=1. Given the reactants [C:1]([C:4]1[C:9]2[NH:10][C:11]3[C:16]([C:8]=2[C:7]([C:27]2[CH:32]=[CH:31][CH:30]=[C:29]([N:33]4[CH2:41][C:40]5[C:35](=[CH:36][C:37]([Cl:42])=[CH:38][CH:39]=5)[C:34]4=[O:43])[C:28]=2[CH3:44])=[CH:6][N:5]=1)=[CH:15][CH:14]=[C:13]([NH:17]C(=O)OCC[Si](C)(C)C)[CH:12]=3)(=[O:3])[NH2:2].CCCC[N+](CCCC)(CCCC)CCCC.[F-].C1COCC1.CCOC(C)=O, predict the reaction product. (3) Given the reactants [CH2:1]([O:8][C:9]1[N:14]=[C:13](Cl)[N:12]=[C:11]([O:16][C:17]2[CH:22]=[CH:21][CH:20]=[CH:19][CH:18]=2)[N:10]=1)[C:2]1[CH:7]=[CH:6][CH:5]=[CH:4][CH:3]=1.[C:23]1([OH:29])[CH:28]=[CH:27][CH:26]=[CH:25][CH:24]=1.C(N(CC)C(C)C)(C)C, predict the reaction product. The product is: [CH2:1]([O:8][C:9]1[N:14]=[C:13]([O:29][C:23]2[CH:28]=[CH:27][CH:26]=[CH:25][CH:24]=2)[N:12]=[C:11]([O:16][C:17]2[CH:22]=[CH:21][CH:20]=[CH:19][CH:18]=2)[N:10]=1)[C:2]1[CH:7]=[CH:6][CH:5]=[CH:4][CH:3]=1. (4) Given the reactants Cl.[CH:2]([C@H:15]1[C@@H:20]([O:21][CH2:22][C:23]2[CH:28]=[CH:27][C:26]([C:29]([F:32])([F:31])[F:30])=[CH:25][CH:24]=2)[CH2:19][CH2:18][NH:17][CH2:16]1)([C:9]1[CH:14]=[CH:13][CH:12]=[CH:11][CH:10]=1)[C:3]1[CH:8]=[CH:7][CH:6]=[CH:5][CH:4]=1.[C:33](O)(=[O:35])[CH3:34], predict the reaction product. The product is: [C:33]([N:17]1[CH2:18][CH2:19][C@H:20]([O:21][CH2:22][C:23]2[CH:24]=[CH:25][C:26]([C:29]([F:32])([F:30])[F:31])=[CH:27][CH:28]=2)[C@H:15]([CH:2]([C:9]2[CH:10]=[CH:11][CH:12]=[CH:13][CH:14]=2)[C:3]2[CH:4]=[CH:5][CH:6]=[CH:7][CH:8]=2)[CH2:16]1)(=[O:35])[CH3:34]. (5) Given the reactants C([O:3][C:4]([C:6]1[C:7](=[O:40])[C:8]2[CH:13]=[N:12][C:11]([NH:14][C:15]3[CH:20]=[CH:19][C:18]([CH2:21][N:22]4[CH2:27][CH2:26][N:25]([CH3:28])[CH2:24][CH2:23]4)=[CH:17][CH:16]=3)=[N:10][C:9]=2[N:29]([C:31]2[CH:32]=[C:33]3[C:37](=[CH:38][CH:39]=2)[CH2:36][CH2:35][CH2:34]3)[CH:30]=1)=O)C.[CH2:41]([NH2:43])[CH3:42], predict the reaction product. The product is: [CH2:41]([NH:43][C:4]([C:6]1[C:7](=[O:40])[C:8]2[CH:13]=[N:12][C:11]([NH:14][C:15]3[CH:20]=[CH:19][C:18]([CH2:21][N:22]4[CH2:23][CH2:24][N:25]([CH3:28])[CH2:26][CH2:27]4)=[CH:17][CH:16]=3)=[N:10][C:9]=2[N:29]([C:31]2[CH:32]=[C:33]3[C:37](=[CH:38][CH:39]=2)[CH2:36][CH2:35][CH2:34]3)[CH:30]=1)=[O:3])[CH3:42].